This data is from Forward reaction prediction with 1.9M reactions from USPTO patents (1976-2016). The task is: Predict the product of the given reaction. (1) Given the reactants [Cl-].[Al+3].[Cl-].[Cl-].[C:5]1([C:11]2[CH:15]=[CH:14][NH:13][CH:12]=2)[CH:10]=[CH:9][CH:8]=[CH:7][CH:6]=1.[Cl:16][C:17]1[N:25]=[CH:24][CH:23]=[CH:22][C:18]=1[C:19](Cl)=[O:20], predict the reaction product. The product is: [Cl:16][C:17]1[C:18]([C:19]([C:12]2[NH:13][CH:14]=[CH:15][C:11]=2[C:5]2[CH:6]=[CH:7][CH:8]=[CH:9][CH:10]=2)=[O:20])=[CH:22][CH:23]=[CH:24][N:25]=1. (2) Given the reactants C[O:2][C:3]([CH:5]1[CH2:8][CH2:7][N:6]1[S:9]([CH2:12][C:13]1[CH:18]=[CH:17][CH:16]=[CH:15][CH:14]=1)(=[O:11])=[O:10])=[O:4].[OH-].[Li+], predict the reaction product. The product is: [C:13]1([CH2:12][S:9]([N:6]2[CH2:7][CH2:8][CH:5]2[C:3]([OH:4])=[O:2])(=[O:11])=[O:10])[CH:14]=[CH:15][CH:16]=[CH:17][CH:18]=1. (3) Given the reactants [CH3:1][CH2:2][C@H:3]1[O:20][C:18](=[O:19])[CH2:17][C@@H:16]([OH:21])[C@H:15]([CH3:22])[C@@H:14]([O:23][C@@H:24]2[O:29][C@H:28]([CH3:30])[C@@H:27]([O:31][C@@H]3O[C@@H](C)[C@H](O)[C@@](O)(C)C3)[C@H:26]([N:42]([CH3:44])[CH3:43])[C@H:25]2[OH:45])[C@@H:13]([CH2:46][CH:47]=[O:48])[CH2:12][C@@H:11]([CH3:49])[C:9](=[O:10])[CH:8]=[CH:7][C:6]([CH3:50])=[CH:5][C@@H:4]1[CH2:51][O:52][C@@H:53]1[O:58][C@H:57]([CH3:59])[C@@H:56]([OH:60])[C@@H:55]([O:61][CH3:62])[C@H:54]1[O:63][CH3:64], predict the reaction product. The product is: [CH3:1][CH2:2][C@H:3]1[O:20][C:18](=[O:19])[CH2:17][C@@H:16]([OH:21])[C@H:15]([CH3:22])[C@@H:14]([O:23][C@@H:24]2[O:29][C@H:28]([CH3:30])[C@@H:27]([OH:31])[C@H:26]([N:42]([CH3:43])[CH3:44])[C@H:25]2[OH:45])[C@@H:13]([CH2:46][CH:47]=[O:48])[CH2:12][C@@H:11]([CH3:49])[C:9](=[O:10])[CH:8]=[CH:7][C:6]([CH3:50])=[CH:5][C@@H:4]1[CH2:51][O:52][C@@H:53]1[O:58][C@H:57]([CH3:59])[C@@H:56]([OH:60])[C@@H:55]([O:61][CH3:62])[C@H:54]1[O:63][CH3:64]. (4) Given the reactants [Cl:1][C:2]1[C:10]([Cl:11])=[CH:9][CH:8]=[CH:7][C:3]=1[C:4]([OH:6])=O.[CH3:12][C:13]1[N:18]=[CH:17][C:16]([CH:19]([N:22]2[CH2:27][CH2:26][O:25][CH2:24][CH2:23]2)[CH2:20][NH2:21])=[CH:15][N:14]=1, predict the reaction product. The product is: [Cl:1][C:2]1[C:10]([Cl:11])=[CH:9][CH:8]=[CH:7][C:3]=1[C:4]([NH:21][CH2:20][CH:19]([C:16]1[CH:17]=[N:18][C:13]([CH3:12])=[N:14][CH:15]=1)[N:22]1[CH2:23][CH2:24][O:25][CH2:26][CH2:27]1)=[O:6].